From a dataset of Full USPTO retrosynthesis dataset with 1.9M reactions from patents (1976-2016). Predict the reactants needed to synthesize the given product. (1) Given the product [NH2:1][C:2]1[N:3]=[CH:4][C:5]([C:6]([N:35]=[S:33]([CH2:36][CH2:37][CH2:38][CH2:39][C:40]([O:42][CH3:43])=[O:41])([CH3:32])=[O:34])=[O:7])=[CH:9][C:10]=1[C:11]1[S:15][C:14]2[CH:16]=[CH:17][C:18]([NH:20][C:21]([NH:23][C:24]3[CH:29]=[CH:28][C:27]([F:30])=[C:26]([Cl:31])[CH:25]=3)=[O:22])=[CH:19][C:13]=2[CH:12]=1, predict the reactants needed to synthesize it. The reactants are: [NH2:1][C:2]1[C:10]([C:11]2[S:15][C:14]3[CH:16]=[CH:17][C:18]([NH:20][C:21]([NH:23][C:24]4[CH:29]=[CH:28][C:27]([F:30])=[C:26]([Cl:31])[CH:25]=4)=[O:22])=[CH:19][C:13]=3[CH:12]=2)=[CH:9][C:5]([C:6](O)=[O:7])=[CH:4][N:3]=1.[CH3:32][S@:33]([CH2:36][CH2:37][CH2:38][CH2:39][C:40]([O:42][CH3:43])=[O:41])(=[NH:35])=[O:34]. (2) Given the product [C:1]([C:3]1[CH:4]=[C:5]([CH:10]=[CH:11][C:12]=1[C:28]1[CH:27]=[CH:26][C:25]2[C:30](=[CH:31][CH:32]=[C:23]([O:22][CH3:21])[CH:24]=2)[CH:29]=1)[C:6]([O:8][CH3:9])=[O:7])#[N:2], predict the reactants needed to synthesize it. The reactants are: [C:1]([C:3]1[CH:4]=[C:5]([CH:10]=[CH:11][C:12]=1OS(C(F)(F)F)(=O)=O)[C:6]([O:8][CH3:9])=[O:7])#[N:2].[CH3:21][O:22][C:23]1[CH:24]=[C:25]2[C:30](=[CH:31][CH:32]=1)[CH:29]=[C:28](B(O)O)[CH:27]=[CH:26]2.CC([O-])=O.[K+]. (3) Given the product [CH3:1][O:2][C:3]1[CH:4]=[CH:5][C:6]([CH2:7][C:8]2([CH3:22])[C:13](=[O:14])[O:12][C:11]([CH3:16])([CH3:15])[O:10][C:9]2=[O:17])=[CH:18][CH:19]=1, predict the reactants needed to synthesize it. The reactants are: [CH3:1][O:2][C:3]1[CH:19]=[CH:18][C:6]([CH2:7][CH:8]2[C:13](=[O:14])[O:12][C:11]([CH3:16])([CH3:15])[O:10][C:9]2=[O:17])=[CH:5][CH:4]=1.IC.[CH2:22](N(CC)CC)C.[Cl-].[Na+]. (4) Given the product [CH2:16]([C:11]1[CH:12]=[CH:13][CH:14]=[CH:15][C:10]=1[PH:9][C:4]1[CH:5]=[CH:6][CH:7]=[CH:8][C:3]=1[CH2:1][CH3:2])[CH3:17], predict the reactants needed to synthesize it. The reactants are: [CH2:1]([C:3]1[CH:8]=[CH:7][CH:6]=[CH:5][C:4]=1[PH:9](=O)[C:10]1[CH:15]=[CH:14][CH:13]=[CH:12][C:11]=1[CH2:16][CH3:17])[CH3:2].C(N(CC)CC)C.Cl[SiH](Cl)Cl. (5) Given the product [NH2:22][CH2:21][CH2:20][N:4]1[C:5]2[CH:6]=[C:7]3[N:13]=[C:12]([C:14]4[CH:18]=[C:17]([CH3:19])[NH:16][N:15]=4)[NH:11][C:8]3=[CH:9][C:10]=2[C:2]([CH3:1])([CH3:24])[C:3]1=[O:23], predict the reactants needed to synthesize it. The reactants are: [CH3:1][C:2]1([CH3:24])[C:10]2[CH:9]=[C:8]3[NH:11][C:12]([C:14]4[CH:18]=[C:17]([CH3:19])[NH:16][N:15]=4)=[N:13][C:7]3=[CH:6][C:5]=2[N:4]([CH2:20][C:21]#[N:22])[C:3]1=[O:23].